From a dataset of Forward reaction prediction with 1.9M reactions from USPTO patents (1976-2016). Predict the product of the given reaction. Given the reactants C([O:3][C:4]([C:6]1[CH:7]=[C:8]2[C:13](=[CH:14][CH:15]=1)[NH:12][CH:11]([C:16]1[CH:17]=[N:18][CH:19]=[C:20]([N:22]3[CH2:27][CH2:26][O:25][CH2:24][CH2:23]3)[CH:21]=1)[C:10]([CH3:29])([CH3:28])[CH2:9]2)=[O:5])C.[OH-].[Na+].Cl, predict the reaction product. The product is: [CH3:28][C:10]1([CH3:29])[CH2:9][C:8]2[C:13](=[CH:14][CH:15]=[C:6]([C:4]([OH:5])=[O:3])[CH:7]=2)[NH:12][CH:11]1[C:16]1[CH:17]=[N:18][CH:19]=[C:20]([N:22]2[CH2:23][CH2:24][O:25][CH2:26][CH2:27]2)[CH:21]=1.